Dataset: Reaction yield outcomes from USPTO patents with 853,638 reactions. Task: Predict the reaction yield, written as a fraction of the theoretical maximum amount of product (1.0 means a 100% yield; for example, 0.34 means a 34% yield). (1) The reactants are N([O-])=[O:2].[Na+].[Cl:5][C:6]1[N:14]=[C:13]([Cl:15])[CH:12]=[C:11]([C:16]([F:19])([F:18])[F:17])[C:7]=1[C:8](N)=[O:9]. The product is [Cl:5][C:6]1[N:14]=[C:13]([Cl:15])[CH:12]=[C:11]([C:16]([F:19])([F:18])[F:17])[C:7]=1[C:8]([OH:2])=[O:9]. The catalyst is O.OS(O)(=O)=O. The yield is 0.950. (2) The reactants are [N+](C1C=CC(C([O:10][C@H:11]([CH2:25][O:26][Si:27]([CH:34]([CH3:36])[CH3:35])([CH:31]([CH3:33])[CH3:32])[CH:28]([CH3:30])[CH3:29])[C@@H:12]([CH3:24])[NH:13][C:14](=[O:23])[O:15][CH2:16][C:17]2[CH:22]=[CH:21][CH:20]=[CH:19][CH:18]=2)=O)=CC=1)([O-])=O.[H-].C([Al+]CC(C)C)C(C)C.CO.[OH-].[Na+]. The catalyst is C(Cl)Cl. The product is [CH2:16]([O:15][C:14](=[O:23])[NH:13][C@@H:12]([C@H:11]([OH:10])[CH2:25][O:26][Si:27]([CH:31]([CH3:33])[CH3:32])([CH:34]([CH3:36])[CH3:35])[CH:28]([CH3:30])[CH3:29])[CH3:24])[C:17]1[CH:18]=[CH:19][CH:20]=[CH:21][CH:22]=1. The yield is 0.650. (3) The reactants are [C:1]1([CH2:7][S:8](Cl)(=[O:10])=[O:9])[CH:6]=[CH:5][CH:4]=[CH:3][CH:2]=1.[Br:12][C:13]1[CH:18]=[CH:17][C:16]([C@@H:19]([NH2:21])[CH3:20])=[CH:15][CH:14]=1.C(N(CC)CC)C. The catalyst is ClCCl. The product is [Br:12][C:13]1[CH:18]=[CH:17][C:16]([C@@H:19]([NH:21][S:8]([CH2:7][C:1]2[CH:6]=[CH:5][CH:4]=[CH:3][CH:2]=2)(=[O:10])=[O:9])[CH3:20])=[CH:15][CH:14]=1. The yield is 0.710. (4) The reactants are [NH2:1][C:2]1[N:7]=[CH:6][N:5]=[C:4]2[N:8]([CH2:25][C@H:26]3[CH2:30][CH2:29][CH2:28][N:27]3[C:31](=[O:35])[CH2:32][C:33]#[N:34])[N:9]=[C:10]([C:11]3[CH:16]=[CH:15][C:14]([O:17][C:18]4[CH:23]=[CH:22][CH:21]=[CH:20][CH:19]=4)=[CH:13][C:12]=3[F:24])[C:3]=12.[CH2:36]([N:38]([C:46]([CH3:50])([CH3:49])[CH:47]=O)[C:39](=[O:45])[O:40][C:41]([CH3:44])([CH3:43])[CH3:42])[CH3:37].N1CCCCC1. The catalyst is O1CCOCC1.CC(O)=O. The product is [NH2:1][C:2]1[N:7]=[CH:6][N:5]=[C:4]2[N:8]([CH2:25][C@H:26]3[CH2:30][CH2:29][CH2:28][N:27]3[C:31](=[O:35])[C:32]([C:33]#[N:34])=[CH:50][C:46]([N:38]([CH2:36][CH3:37])[C:39](=[O:45])[O:40][C:41]([CH3:44])([CH3:43])[CH3:42])([CH3:47])[CH3:49])[N:9]=[C:10]([C:11]3[CH:16]=[CH:15][C:14]([O:17][C:18]4[CH:19]=[CH:20][CH:21]=[CH:22][CH:23]=4)=[CH:13][C:12]=3[F:24])[C:3]=12. The yield is 0.190. (5) The reactants are [I:1][C:2]1[C:10]2[C:5](=[CH:6][CH:7]=[C:8]([CH:11]3[CH2:16][CH2:15][N:14]([C:17]([O:19][C:20]([CH3:23])([CH3:22])[CH3:21])=[O:18])[CH2:13][CH2:12]3)[CH:9]=2)[NH:4][N:3]=1. The catalyst is C(#N)C. The product is [C:20]([O:19][C:17]([N:14]1[CH2:15][CH2:16][CH:11]([C:8]2[CH:9]=[C:10]3[C:5](=[CH:6][CH:7]=2)[N:4]([C:17]([O:19][C:20]([CH3:23])([CH3:22])[CH3:21])=[O:18])[N:3]=[C:2]3[I:1])[CH2:12][CH2:13]1)=[O:18])([CH3:23])([CH3:22])[CH3:21]. The yield is 0.740. (6) The reactants are [F:1][C:2]1[CH:7]=[CH:6][C:5]([C:8]2[O:9][C:10]3[CH:20]=[C:19]([N:21]([CH3:26])[S:22]([CH3:25])(=[O:24])=[O:23])[C:18](B4OC(C)(C)C(C)(C)O4)=[CH:17][C:11]=3[C:12]=2[C:13]([NH:15][CH3:16])=[O:14])=[CH:4][CH:3]=1.[C:36]([N:40]1[C:48]2[C:43](=[N:44][C:45](Cl)=[CH:46][CH:47]=2)[N:42]=[C:41]1[C:50]1[CH:55]=[CH:54][CH:53]=[CH:52][CH:51]=1)([CH3:39])([CH3:38])[CH3:37].CC(C1C=C(C(C)C)C(C2C=CC=CC=2P(C2CCCCC2)C2CCCCC2)=C(C(C)C)C=1)C. The catalyst is O1CCOCC1.O.CCOC(C)=O.C1C=CC(/C=C/C(/C=C/C2C=CC=CC=2)=O)=CC=1.C1C=CC(/C=C/C(/C=C/C2C=CC=CC=2)=O)=CC=1.C1C=CC(/C=C/C(/C=C/C2C=CC=CC=2)=O)=CC=1.[Pd].[Pd]. The product is [C:36]([N:40]1[C:48]2[C:43](=[N:44][C:45]([C:18]3[C:19]([N:21]([CH3:26])[S:22]([CH3:25])(=[O:23])=[O:24])=[CH:20][C:10]4[O:9][C:8]([C:5]5[CH:6]=[CH:7][C:2]([F:1])=[CH:3][CH:4]=5)=[C:12]([C:13]([NH:15][CH3:16])=[O:14])[C:11]=4[CH:17]=3)=[CH:46][CH:47]=2)[N:42]=[C:41]1[C:50]1[CH:55]=[CH:54][CH:53]=[CH:52][CH:51]=1)([CH3:39])([CH3:37])[CH3:38]. The yield is 0.460. (7) The reactants are [F-:1].[K+].Cl[C:4]1[N:8]([CH2:9][CH3:10])[N:7]=[C:6]([C:11]([F:14])([F:13])[F:12])[C:5]=1[CH:15]=[O:16].O.C(OCC)(=O)C. The catalyst is CS(C)=O. The product is [CH2:9]([N:8]1[C:4]([F:1])=[C:5]([CH:15]=[O:16])[C:6]([C:11]([F:14])([F:13])[F:12])=[N:7]1)[CH3:10]. The yield is 0.268.